From a dataset of Full USPTO retrosynthesis dataset with 1.9M reactions from patents (1976-2016). Predict the reactants needed to synthesize the given product. (1) Given the product [S:1]1[C:5]2[CH:6]=[C:7]([CH:10]([NH:19][S:17]([C:14]([CH3:16])([CH3:15])[CH3:13])=[O:18])[CH3:11])[CH:8]=[CH:9][C:4]=2[N:3]=[CH:2]1, predict the reactants needed to synthesize it. The reactants are: [S:1]1[C:5]2[CH:6]=[C:7]([C:10](=O)[CH3:11])[CH:8]=[CH:9][C:4]=2[N:3]=[CH:2]1.[CH3:13][C:14]([S@:17]([NH-:19])=[O:18])([CH3:16])[CH3:15].[BH4-].[Na+]. (2) Given the product [CH3:19][C:18]1([CH3:20])[N:5]([C:6]([O:8][C:9]([CH3:12])([CH3:10])[CH3:11])=[O:7])[CH:4]([C:3]([O:2][CH3:1])=[O:15])[CH2:13][O:14]1, predict the reactants needed to synthesize it. The reactants are: [CH3:1][O:2][C:3](=[O:15])[C@H:4]([CH2:13][OH:14])[NH:5][C:6]([O:8][C:9]([CH3:12])([CH3:11])[CH3:10])=[O:7].CO[C:18](OC)([CH3:20])[CH3:19].C(=O)([O-])O.[Na+]. (3) Given the product [C:17]([CH2:16][C:10]1[CH:11]=[CH:12][C:13]([O:14][CH3:15])=[C:8]([CH:9]=1)[CH2:26][CH:21]([C:20](=[O:19])[CH3:27])[C:22]([O:24][CH3:25])=[O:23])#[N:18], predict the reactants needed to synthesize it. The reactants are: CN(C)C(=O)C.Br[C:8]1[CH:9]=[C:10]([CH2:16][C:17]#[N:18])[CH:11]=[CH:12][C:13]=1[O:14][CH3:15].[OH:19][CH:20]([CH3:27])[C:21](=[CH2:26])[C:22]([O:24][CH3:25])=[O:23].C1(NC2CCCCC2)CCCCC1. (4) Given the product [Br:17][C:7]1[CH:15]=[C:14]([Cl:16])[CH:13]=[CH:12][C:8]=1[C:9]([OH:11])=[O:10], predict the reactants needed to synthesize it. The reactants are: [N+]([O-])([O-])=O.[Na+].N[C:7]1[CH:15]=[C:14]([Cl:16])[CH:13]=[CH:12][C:8]=1[C:9]([OH:11])=[O:10].[BrH:17].